This data is from NCI-60 drug combinations with 297,098 pairs across 59 cell lines. The task is: Regression. Given two drug SMILES strings and cell line genomic features, predict the synergy score measuring deviation from expected non-interaction effect. Drug 1: CC(C)(C#N)C1=CC(=CC(=C1)CN2C=NC=N2)C(C)(C)C#N. Drug 2: CCC1(C2=C(COC1=O)C(=O)N3CC4=CC5=C(C=CC(=C5CN(C)C)O)N=C4C3=C2)O.Cl. Cell line: HS 578T. Synergy scores: CSS=16.2, Synergy_ZIP=-4.60, Synergy_Bliss=-3.33, Synergy_Loewe=-9.61, Synergy_HSA=-2.42.